Predict the reaction yield, written as a fraction of the theoretical maximum amount of product (1.0 means a 100% yield; for example, 0.34 means a 34% yield). From a dataset of Reaction yield outcomes from USPTO patents with 853,638 reactions. The reactants are [H-].[Na+].[CH3:3][O:4][P:5]([CH2:9][C:10](=[O:12])[CH3:11])(=[O:8])[O:6][CH3:7].S([N:23]=[N+:24]=[N-])(C1C=CC(C)=CC=1)(=O)=O. The yield is 0.810. The product is [CH3:3][O:4][P:5]([C:9](=[N+:23]=[N-:24])[C:10](=[O:12])[CH3:11])(=[O:8])[O:6][CH3:7]. The catalyst is C1COCC1.